From a dataset of Reaction yield outcomes from USPTO patents with 853,638 reactions. Predict the reaction yield, written as a fraction of the theoretical maximum amount of product (1.0 means a 100% yield; for example, 0.34 means a 34% yield). (1) The reactants are [F:1][C:2]([F:13])([F:12])[C:3]1[CH:8]=[CH:7][C:6]([C:9](=O)[CH3:10])=[CH:5][CH:4]=1.[NH2:14][C:15]([NH2:17])=[S:16]. No catalyst specified. The product is [NH2:17][C:15]1[S:16][CH:10]=[C:9]([C:6]2[CH:7]=[CH:8][C:3]([C:2]([F:13])([F:12])[F:1])=[CH:4][CH:5]=2)[N:14]=1. The yield is 0.775. (2) The reactants are [Br:1][C:2]1[CH:3]=[C:4]([N+:9]([O-:11])=[O:10])[C:5](O)=[N:6][CH:7]=1.P(Br)(Br)[Br:13].O. The catalyst is C1(C)C=CC=CC=1.CN(C=O)C. The product is [Br:13][C:5]1[C:4]([N+:9]([O-:11])=[O:10])=[CH:3][C:2]([Br:1])=[CH:7][N:6]=1. The yield is 0.800. (3) The reactants are Cl[C:2]1[C:7]([C:8]([NH2:10])=[O:9])=[CH:6][N:5]=[C:4](Cl)C=1.[O:12]([C:19]1[CH:24]=[CH:23][C:22]([OH:25])=[CH:21][CH:20]=1)[C:13]1[CH:18]=[CH:17][CH:16]=[CH:15][CH:14]=1.[N:26]1([C:33]([O:35]C(C)(C)C)=O)[CH2:32][CH2:31][CH2:30][NH:29][CH2:28][CH2:27]1.C(O)(=O)[CH:41]=[CH2:42].C(C1C=CC(C2CCN(C(OC(C)(C)C)=O)CC=2)=NC=1NC1C=CC(CCN2CCCC2)=CC=1)(=O)[NH2:46]. No catalyst specified. The product is [C:33]([N:26]1[CH2:32][CH2:31][CH2:30][N:29]([C:4]2[N:5]=[C:6]([O:25][C:22]3[CH:21]=[CH:20][C:19]([O:12][C:13]4[CH:18]=[CH:17][CH:16]=[CH:15][CH:14]=4)=[CH:24][CH:23]=3)[C:7]([C:8]([NH2:10])=[O:9])=[CH:2][N:46]=2)[CH2:28][CH2:27]1)(=[O:35])[CH:41]=[CH2:42]. The yield is 0.162. (4) The reactants are [Li]CCCC.C(NC(C)C)(C)C.[Cl:13][C:14]1[CH:19]=[CH:18][C:17]([C:20]2([CH2:27][C:28]#[N:29])[CH2:25][CH2:24][C:23](=[O:26])[CH2:22][CH2:21]2)=[CH:16][CH:15]=1.C1C=CC(N([S:37]([C:40]([F:43])([F:42])[F:41])(=[O:39])=[O:38])[S:37]([C:40]([F:43])([F:42])[F:41])(=[O:39])=[O:38])=CC=1. The catalyst is C1COCC1. The product is [F:41][C:40]([F:43])([F:42])[S:37]([O:26][C:23]1[CH2:22][CH2:21][C:20]([C:17]2[CH:16]=[CH:15][C:14]([Cl:13])=[CH:19][CH:18]=2)([CH2:27][C:28]#[N:29])[CH2:25][CH:24]=1)(=[O:39])=[O:38]. The yield is 0.200. (5) The reactants are [Cl:1][C:2]1[CH:7]=[CH:6][N:5]2[N:8]=[C:9]([C:15]3[CH:20]=[CH:19][C:18]([O:21][CH3:22])=[CH:17][CH:16]=3)[C:10]([CH:11]([OH:14])[C:12]#[CH:13])=[C:4]2[CH:3]=1. The catalyst is C(Cl)(Cl)Cl.[O-2].[O-2].[Mn+4]. The product is [Cl:1][C:2]1[CH:7]=[CH:6][N:5]2[N:8]=[C:9]([C:15]3[CH:16]=[CH:17][C:18]([O:21][CH3:22])=[CH:19][CH:20]=3)[C:10]([C:11](=[O:14])[C:12]#[CH:13])=[C:4]2[CH:3]=1. The yield is 1.00. (6) The reactants are [Cl:1][C:2]1[CH:7]=[CH:6][C:5]([CH:8]2[C:15]3[C:14]([CH3:16])=[N:13][N:12]([CH:17]4[CH2:19][CH2:18]4)[C:11]=3[C:10](=[O:20])[N:9]2[C:21]2[CH:22]=[C:23]([N:31](C)[C:32](=O)OC(C)(C)C)[C:24]3[N:25]([C:27]([CH3:30])=[N:28][N:29]=3)[N:26]=2)=[CH:4][CH:3]=1.C(O)(C(F)(F)F)=O. The catalyst is C(Cl)Cl. The product is [Cl:1][C:2]1[CH:7]=[CH:6][C:5]([CH:8]2[C:15]3[C:14]([CH3:16])=[N:13][N:12]([CH:17]4[CH2:18][CH2:19]4)[C:11]=3[C:10](=[O:20])[N:9]2[C:21]2[CH:22]=[C:23]([NH:31][CH3:32])[C:24]3[N:25]([C:27]([CH3:30])=[N:28][N:29]=3)[N:26]=2)=[CH:4][CH:3]=1. The yield is 0.790.